Predict the reaction yield, written as a fraction of the theoretical maximum amount of product (1.0 means a 100% yield; for example, 0.34 means a 34% yield). From a dataset of Reaction yield outcomes from USPTO patents with 853,638 reactions. (1) The reactants are Br[CH2:2][C:3]1[C:15]([F:16])=[CH:14][C:6]([C:7]([NH:9][S:10]([CH3:13])(=[O:12])=[O:11])=[O:8])=[C:5]([F:17])[CH:4]=1.[Cl:18][C:19]1[CH:24]=[CH:23][C:22](B(O)O)=[C:21]([O:28][CH3:29])[CH:20]=1.C(=O)([O-])[O-].[K+].[K+]. The catalyst is C1C=CC([P]([Pd]([P](C2C=CC=CC=2)(C2C=CC=CC=2)C2C=CC=CC=2)([P](C2C=CC=CC=2)(C2C=CC=CC=2)C2C=CC=CC=2)[P](C2C=CC=CC=2)(C2C=CC=CC=2)C2C=CC=CC=2)(C2C=CC=CC=2)C2C=CC=CC=2)=CC=1.O1CCCC1. The product is [Cl:18][C:19]1[CH:24]=[CH:23][C:22]([CH2:2][C:3]2[C:15]([F:16])=[CH:14][C:6]([C:7]([NH:9][S:10]([CH3:13])(=[O:12])=[O:11])=[O:8])=[C:5]([F:17])[CH:4]=2)=[C:21]([O:28][CH3:29])[CH:20]=1. The yield is 0.360. (2) The product is [C:1]([O:5][C:6]([N:8]1[CH2:13][C:12]([C:14]2[CH:19]=[C:18]([CH:20]3[CH2:21][CH2:22][N:23]([C:26](=[O:28])[CH3:27])[CH2:24][CH2:25]3)[CH:17]=[CH:16][C:15]=2[NH:29][C:69]([C:58]2[N:59]([CH2:61][O:62][CH2:63][CH2:64][Si:65]([CH3:68])([CH3:67])[CH3:66])[CH:60]=[C:56]([C:54]#[N:55])[N:57]=2)=[O:70])=[CH:11][CH2:10][CH2:9]1)=[O:7])([CH3:4])([CH3:2])[CH3:3]. The reactants are [C:1]([O:5][C:6]([N:8]1[CH2:13][C:12]([C:14]2[CH:19]=[C:18]([CH:20]3[CH2:25][CH2:24][N:23]([C:26](=[O:28])[CH3:27])[CH2:22][CH2:21]3)[CH:17]=[CH:16][C:15]=2[NH2:29])=[CH:11][CH2:10][CH2:9]1)=[O:7])([CH3:4])([CH3:3])[CH3:2].C1CN([P+](Br)(N2CCCC2)N2CCCC2)CC1.F[P-](F)(F)(F)(F)F.[C:54]([C:56]1[N:57]=[C:58]([C:69](O)=[O:70])[N:59]([CH2:61][O:62][CH2:63][CH2:64][Si:65]([CH3:68])([CH3:67])[CH3:66])[CH:60]=1)#[N:55].[K+].C(C1N=C(C([O-])=O)N(COCC[Si](C)(C)C)C=1)#N.CCN(C(C)C)C(C)C. The yield is 0.980. The catalyst is C(Cl)Cl. (3) The reactants are [O:1]=[S:2]1(=[O:41])[C:6]2[CH:7]=[CH:8][CH:9]=[CH:10][C:5]=2[C:4]([NH:11][C@@H:12]([CH2:17][C:18]2[CH:23]=[CH:22][C:21]([N:24]([CH2:29][CH2:30][N:31]([C:33]([CH:35]3[CH2:40][CH2:39][CH2:38][CH2:37][CH2:36]3)=[O:34])[CH3:32])[S:25]([CH3:28])(=[O:27])=[O:26])=[CH:20][CH:19]=2)[C:13]([O:15]C)=[O:14])=[N:3]1.[Li+].[OH-].Cl.O. The catalyst is C1COCC1.CO.O. The product is [O:41]=[S:2]1(=[O:1])[C:6]2[CH:7]=[CH:8][CH:9]=[CH:10][C:5]=2[C:4]([NH:11][C@@H:12]([CH2:17][C:18]2[CH:23]=[CH:22][C:21]([N:24]([CH2:29][CH2:30][N:31]([C:33]([CH:35]3[CH2:36][CH2:37][CH2:38][CH2:39][CH2:40]3)=[O:34])[CH3:32])[S:25]([CH3:28])(=[O:27])=[O:26])=[CH:20][CH:19]=2)[C:13]([OH:15])=[O:14])=[N:3]1. The yield is 0.380. (4) The reactants are I[C:2]1[CH:7]=[CH:6][C:5]([CH3:8])=[CH:4][C:3]=1[CH3:9].[P:10]([O:17]CC)([O:14][CH2:15][CH3:16])[O:11][CH2:12][CH3:13]. The catalyst is C(#N)C.C([O-])(=O)C.[Pd+2].C([O-])(=O)C. The product is [CH2:12]([O:11][P:10]([C:2]1[CH:7]=[CH:6][C:5]([CH3:8])=[CH:4][C:3]=1[CH3:9])(=[O:17])[O:14][CH2:15][CH3:16])[CH3:13]. The yield is 0.840. (5) The reactants are [Br:1][C:2]1[CH:3]=[CH:4][C:5]([NH:11][S:12]([C:15]2[CH:20]=[CH:19][C:18]([O:21][C:22]([F:25])([F:24])[F:23])=[CH:17][CH:16]=2)(=[O:14])=[O:13])=[C:6]([CH:10]=1)[C:7](Cl)=[O:8].[CH3:26][O:27][C:28]1[CH:35]=[CH:34][CH:33]=[CH:32][C:29]=1[CH2:30][NH2:31].C(N(CC)CC)C. The catalyst is O1CCCC1. The product is [Br:1][C:2]1[CH:3]=[CH:4][C:5]([NH:11][S:12]([C:15]2[CH:20]=[CH:19][C:18]([O:21][C:22]([F:25])([F:24])[F:23])=[CH:17][CH:16]=2)(=[O:14])=[O:13])=[C:6]([CH:10]=1)[C:7]([NH:31][CH2:30][C:29]1[CH:32]=[CH:33][CH:34]=[CH:35][C:28]=1[O:27][CH3:26])=[O:8]. The yield is 0.750. (6) The reactants are C(Cl)(=O)C(Cl)=O.CS(C)=O.[CH:11]1([CH:16]([N:20]2[CH:24]=[C:23]([C:25]3[C:26]4[CH:33]=[CH:32][N:31]([CH2:34][O:35][CH2:36][CH2:37][Si:38]([CH3:41])([CH3:40])[CH3:39])[C:27]=4[N:28]=[CH:29][N:30]=3)[CH:22]=[N:21]2)[CH2:17][CH2:18][OH:19])[CH2:15][CH2:14][CH2:13][CH2:12]1.O. The catalyst is C(Cl)Cl. The product is [CH:11]1([CH:16]([N:20]2[CH:24]=[C:23]([C:25]3[C:26]4[CH:33]=[CH:32][N:31]([CH2:34][O:35][CH2:36][CH2:37][Si:38]([CH3:39])([CH3:41])[CH3:40])[C:27]=4[N:28]=[CH:29][N:30]=3)[CH:22]=[N:21]2)[CH2:17][CH:18]=[O:19])[CH2:15][CH2:14][CH2:13][CH2:12]1. The yield is 0.820.